Dataset: Forward reaction prediction with 1.9M reactions from USPTO patents (1976-2016). Task: Predict the product of the given reaction. (1) Given the reactants CN.C([O:6][C@@H:7]1[C@:11]([CH2:20][CH2:21][O:22][C:23](=[O:25])[CH3:24])([O:12][CH2:13][C:14]2[CH:19]=[CH:18][CH:17]=[CH:16][CH:15]=2)[C@@:10]([CH2:35][O:36][S:37]([C:40]2[CH:45]=[CH:44][C:43]([CH3:46])=[CH:42][CH:41]=2)(=[O:39])=[O:38])([CH2:26][O:27][CH2:28][C:29]2[CH:34]=[CH:33][CH:32]=[CH:31][CH:30]=2)[O:9][C@H:8]1[N:47]1[CH:54]=[C:53]([CH3:55])[C:51](=[O:52])[NH:50][C:48]1=[O:49])(=O)C, predict the reaction product. The product is: [C:23]([O:22][CH2:21][CH2:20][C@@:11]1([O:12][CH2:13][C:14]2[CH:15]=[CH:16][CH:17]=[CH:18][CH:19]=2)[C@@:10]([CH2:35][O:36][S:37]([C:40]2[CH:45]=[CH:44][C:43]([CH3:46])=[CH:42][CH:41]=2)(=[O:39])=[O:38])([CH2:26][O:27][CH2:28][C:29]2[CH:30]=[CH:31][CH:32]=[CH:33][CH:34]=2)[O:9][C@@H:8]([N:47]2[CH:54]=[C:53]([CH3:55])[C:51](=[O:52])[NH:50][C:48]2=[O:49])[C@@H:7]1[OH:6])(=[O:25])[CH3:24]. (2) Given the reactants [F:1][C:2]1[CH:3]=[C:4]([CH2:9][C:10]([NH:12][C@H:13]([C:15]([OH:17])=O)[CH3:14])=[O:11])[CH:5]=[C:6]([F:8])[CH:7]=1.[NH2:18][CH:19]([C:24]1[S:25][C:26]2[CH2:32][CH2:31][CH2:30][CH2:29][C:27]=2[CH:28]=1)[C:20]([O:22][CH3:23])=[O:21].C(NC(C1SC2CCCCC=2C=1)C(O)=O)(OC(C)(C)C)=O, predict the reaction product. The product is: [F:8][C:6]1[CH:5]=[C:4]([CH2:9][C:10]([NH:12][C@H:13]([C:15]([NH:18][CH:19]([C:24]2[S:25][C:26]3[CH2:32][CH2:31][CH2:30][CH2:29][C:27]=3[CH:28]=2)[C:20]([O:22][CH3:23])=[O:21])=[O:17])[CH3:14])=[O:11])[CH:3]=[C:2]([F:1])[CH:7]=1. (3) Given the reactants [Al+3].[Cl-].[Cl-].[Cl-].Cl.[CH2:6]([N:13]1[CH2:17][CH:16]([C:18]2[S:19][C:20]([Br:24])=[C:21]([Br:23])[CH:22]=2)[CH:15]([C:25](Cl)=[O:26])[CH2:14]1)[C:7]1[CH:12]=[CH:11][CH:10]=[CH:9][CH:8]=1, predict the reaction product. The product is: [CH2:6]([N:13]1[CH2:17][CH:16]2[CH:15]([C:25](=[O:26])[C:22]3[C:21]([Br:23])=[C:20]([Br:24])[S:19][C:18]=32)[CH2:14]1)[C:7]1[CH:12]=[CH:11][CH:10]=[CH:9][CH:8]=1. (4) Given the reactants Cl.[CH3:2][N:3]([CH3:11])[C:4](=[O:10])[C@H:5]([C@@H:7]([CH3:9])[OH:8])[NH2:6].C(N(CC)CC)C.S=[C:20]1[CH2:24][S:23][C:22](=[O:25])[NH:21]1, predict the reaction product. The product is: [CH3:2][N:3]([CH3:11])[C:4](=[O:10])[C@H:5]([C@@H:7]([CH3:9])[OH:8])[NH:6][C:20]1[CH2:24][S:23][C:22](=[O:25])[N:21]=1. (5) Given the reactants [CH3:1][O:2][C:3](=[O:23])[CH2:4][N:5]1[C:9]2[CH:10]([O:14]COC)[C@@H:11]3[CH2:13][C@@H:12]3[C:8]=2[C:7]([C:18]([O:20][CH2:21][CH3:22])=[O:19])=[N:6]1.O, predict the reaction product. The product is: [OH:14][CH:10]1[C:9]2[N:5]([CH2:4][C:3]([O:2][CH3:1])=[O:23])[N:6]=[C:7]([C:18]([O:20][CH2:21][CH3:22])=[O:19])[C:8]=2[C@H:12]2[CH2:13][C@@H:11]12. (6) The product is: [CH3:1][O:2][C:3]1[CH:24]=[CH:23][CH:22]=[CH:21][C:4]=1[O:5][C:6]1[C:7]2[N:20]=[C:30]([C:26]3[S:25][CH:29]=[CH:28][N:27]=3)[NH:19][C:8]=2[CH:9]=[C:10]([O:12][C:13]2[CH:14]=[N:15][CH:16]=[CH:17][CH:18]=2)[CH:11]=1. Given the reactants [CH3:1][O:2][C:3]1[CH:24]=[CH:23][CH:22]=[CH:21][C:4]=1[O:5][C:6]1[CH:11]=[C:10]([O:12][C:13]2[CH:14]=[N:15][CH:16]=[CH:17][CH:18]=2)[CH:9]=[C:8]([NH2:19])[C:7]=1[NH2:20].[S:25]1[CH:29]=[CH:28][N:27]=[C:26]1[CH:30]=O, predict the reaction product.